From a dataset of Forward reaction prediction with 1.9M reactions from USPTO patents (1976-2016). Predict the product of the given reaction. (1) Given the reactants [Br:1][C:2]1[CH:8]=[C:7]([CH3:9])[C:5]([NH2:6])=[C:4]([CH3:10])[CH:3]=1.[CH:11]1([CH2:16][C:17](Cl)=[O:18])[CH2:15][CH2:14][CH2:13][CH2:12]1.O1CCCC1.C(=O)([O-])[O-].[K+].[K+], predict the reaction product. The product is: [Br:1][C:2]1[CH:8]=[C:7]([CH3:9])[C:5]([NH:6][C:17](=[O:18])[CH2:16][CH:11]2[CH2:15][CH2:14][CH2:13][CH2:12]2)=[C:4]([CH3:10])[CH:3]=1. (2) Given the reactants [OH:1][C:2]1[N:7]=[CH:6][C:5]([O:8][C:9]2[CH:14]=[CH:13][C:12]([CH2:15][CH2:16][CH:17]([NH:19][C:20](=[O:22])[CH3:21])[CH3:18])=[CH:11][CH:10]=2)=[CH:4][CH:3]=1.CC(C)([O-])C.[K+].[CH2:29](Br)[C:30]1[CH:35]=[CH:34][CH:33]=[CH:32][CH:31]=1.C(OCC)(=O)C, predict the reaction product. The product is: [CH2:29]([N:7]1[C:2](=[O:1])[CH:3]=[CH:4][C:5]([O:8][C:9]2[CH:14]=[CH:13][C:12]([CH2:15][CH2:16][CH:17]([NH:19][C:20](=[O:22])[CH3:21])[CH3:18])=[CH:11][CH:10]=2)=[CH:6]1)[C:30]1[CH:35]=[CH:34][CH:33]=[CH:32][CH:31]=1. (3) Given the reactants Cl[C:2]1[N:10]=[C:9]2[C:5]([N:6]=[CH:7][N:8]2[CH2:11][CH3:12])=[C:4]([NH2:13])[N:3]=1.[OH-].[Na+].[CH2:16]([OH:23])[C:17]1[CH:22]=[CH:21][CH:20]=[CH:19][CH:18]=1, predict the reaction product. The product is: [CH2:16]([O:23][C:2]1[N:10]=[C:9]2[C:5]([N:6]=[CH:7][N:8]2[CH2:11][CH3:12])=[C:4]([NH2:13])[N:3]=1)[C:17]1[CH:22]=[CH:21][CH:20]=[CH:19][CH:18]=1. (4) Given the reactants [Cl-].[Al+3].[Cl-].[Cl-].[C:5]1(=[O:15])[O:10][C:8](=[O:9])[C:7]2=[CH:11][CH:12]=[CH:13][CH:14]=[C:6]12.[S:16]1[CH:20]=[CH:19][CH:18]=[CH:17]1, predict the reaction product. The product is: [S:16]1[CH:20]=[CH:19][CH:18]=[C:17]1[C:8]([C:7]1[CH:11]=[CH:12][CH:13]=[CH:14][C:6]=1[C:5]([OH:10])=[O:15])=[O:9].